From a dataset of Peptide-MHC class I binding affinity with 185,985 pairs from IEDB/IMGT. Regression. Given a peptide amino acid sequence and an MHC pseudo amino acid sequence, predict their binding affinity value. This is MHC class I binding data. The peptide sequence is FPIPTEVVA. The MHC is HLA-A02:12 with pseudo-sequence HLA-A02:12. The binding affinity (normalized) is 0.0847.